This data is from Catalyst prediction with 721,799 reactions and 888 catalyst types from USPTO. The task is: Predict which catalyst facilitates the given reaction. Product: [CH2:1]([O:8][CH:9]1[CH2:12][C:11]([C:14]2[CH:19]=[CH:18][CH:17]=[CH:16][N:15]=2)([F:26])[CH2:10]1)[C:2]1[CH:7]=[CH:6][CH:5]=[CH:4][CH:3]=1. Reactant: [CH2:1]([O:8][CH:9]1[CH2:12][C:11]([C:14]2[CH:19]=[CH:18][CH:17]=[CH:16][N:15]=2)(O)[CH2:10]1)[C:2]1[CH:7]=[CH:6][CH:5]=[CH:4][CH:3]=1.CCN(S(F)(F)[F:26])CC. The catalyst class is: 2.